From a dataset of Forward reaction prediction with 1.9M reactions from USPTO patents (1976-2016). Predict the product of the given reaction. (1) Given the reactants Br[C:2]1[CH:3]=[N:4][CH:5]=[C:6]([CH:9]=1)[C:7]#[N:8].C[Sn](C)(C)[Sn](C)(C)C.[NH2:18][C:19]1[N:23]([CH3:24])[C:22](=[O:25])[C:21]([C:33]2[CH:38]=[CH:37][C:36]([F:39])=[C:35](Br)[CH:34]=2)([C:26]2[CH:31]=[CH:30][C:29]([OH:32])=[CH:28][CH:27]=2)[N:20]=1, predict the reaction product. The product is: [NH2:18][C:19]1[N:23]([CH3:24])[C:22](=[O:25])[C:21]([C:33]2[CH:34]=[CH:35][C:36]([F:39])=[C:37]([C:2]3[CH:3]=[N:4][CH:5]=[C:6]([CH:9]=3)[C:7]#[N:8])[CH:38]=2)([C:26]2[CH:31]=[CH:30][C:29]([OH:32])=[CH:28][CH:27]=2)[N:20]=1. (2) Given the reactants [O:1]=[C:2]([CH2:9][CH3:10])[CH2:3][C:4]([O:6][CH2:7][CH3:8])=[O:5].CO[CH:13](OC)[N:14]([CH3:16])[CH3:15], predict the reaction product. The product is: [CH3:13][N:14](/[CH:16]=[C:3](\[C:2](=[O:1])[CH2:9][CH3:10])/[C:4]([O:6][CH2:7][CH3:8])=[O:5])[CH3:15]. (3) Given the reactants [CH3:1][O:2][C:3]1[CH:47]=[CH:46][C:6]([CH2:7][N:8]([CH2:37][C:38]2[CH:43]=[CH:42][C:41]([O:44][CH3:45])=[CH:40][CH:39]=2)[C:9]2[N:14]=[C:13]([CH3:15])[N:12]=[C:11]([C:16]3[CH:17]=[C:18]([CH:31]([OH:36])[C:32]([F:35])([F:34])[F:33])[CH:19]=[N:20][C:21]=3[NH:22][C:23]3[CH:24]=[N:25][C:26]([O:29][CH3:30])=[CH:27][CH:28]=3)[N:10]=2)=[CH:5][CH:4]=1.C[N+]1([O-])CCOCC1, predict the reaction product. The product is: [CH3:1][O:2][C:3]1[CH:4]=[CH:5][C:6]([CH2:7][N:8]([CH2:37][C:38]2[CH:39]=[CH:40][C:41]([O:44][CH3:45])=[CH:42][CH:43]=2)[C:9]2[N:14]=[C:13]([CH3:15])[N:12]=[C:11]([C:16]3[CH:17]=[C:18]([C:31](=[O:36])[C:32]([F:34])([F:33])[F:35])[CH:19]=[N:20][C:21]=3[NH:22][C:23]3[CH:24]=[N:25][C:26]([O:29][CH3:30])=[CH:27][CH:28]=3)[N:10]=2)=[CH:46][CH:47]=1. (4) The product is: [Cl:7][C:8]1[CH:9]=[CH:10][C:11]([C:14]2[S:32][C:17]3[C:18](=[O:31])[N:19]([C:22]4[CH:27]=[CH:26][C:25]([O:28][CH2:41][C@@H:35]5[CH2:36][O:37][CH2:38][C:39](=[O:40])[N:34]5[CH3:33])=[C:24]([O:29][CH3:30])[CH:23]=4)[CH:20]=[CH:21][C:16]=3[CH:15]=2)=[CH:12][CH:13]=1. Given the reactants C([O-])([O-])=O.[Cs+].[Cs+].[Cl:7][C:8]1[CH:13]=[CH:12][C:11]([C:14]2[S:32][C:17]3[C:18](=[O:31])[N:19]([C:22]4[CH:27]=[CH:26][C:25]([OH:28])=[C:24]([O:29][CH3:30])[CH:23]=4)[CH:20]=[CH:21][C:16]=3[CH:15]=2)=[CH:10][CH:9]=1.[CH3:33][N:34]1[C:39](=[O:40])[CH2:38][O:37][CH2:36][C@H:35]1[CH2:41]OS(C1C=CC(C)=CC=1)(=O)=O.[OH-].[Na+], predict the reaction product.